This data is from Forward reaction prediction with 1.9M reactions from USPTO patents (1976-2016). The task is: Predict the product of the given reaction. (1) Given the reactants Br[C:2]1[CH:3]=[C:4]2[CH:10]=[C:9]([C:11]3[CH:16]=[CH:15][N:14]=[CH:13][C:12]=3[CH3:17])[NH:8][C:5]2=[N:6][CH:7]=1.[B:18]1([B:18]2[O:22][C:21]([CH3:24])([CH3:23])[C:20]([CH3:26])([CH3:25])[O:19]2)[O:22][C:21]([CH3:24])([CH3:23])[C:20]([CH3:26])([CH3:25])[O:19]1.C([O-])(=O)C.[K+], predict the reaction product. The product is: [CH3:17][C:12]1[CH:13]=[N:14][CH:15]=[CH:16][C:11]=1[C:9]1[NH:8][C:5]2=[N:6][CH:7]=[C:2]([B:18]3[O:22][C:21]([CH3:24])([CH3:23])[C:20]([CH3:26])([CH3:25])[O:19]3)[CH:3]=[C:4]2[CH:10]=1. (2) Given the reactants [NH2:1][C:2]1[N:14]=[C:13]([C:15]2[CH:20]=[CH:19][CH:18]=[CH:17][C:16]=2[O:21][CH2:22][C:23]2[CH:28]=[CH:27][CH:26]=[CH:25][CH:24]=2)[CH:12]=[C:11]([CH:29]([NH:37][C:38]([O:40][C:41]([CH3:44])([CH3:43])[CH3:42])=[O:39])[CH2:30][C:31]2[CH:36]=[CH:35][CH:34]=[CH:33][CH:32]=2)[C:3]=1[C:4](OC(C)(C)C)=[O:5].COCCO[AlH2-]OCCOC.[Na+], predict the reaction product. The product is: [C:41]([O:40][C:38](=[O:39])[NH:37][CH:29]([C:11]1[CH:12]=[C:13]([C:15]2[CH:20]=[CH:19][CH:18]=[CH:17][C:16]=2[O:21][CH2:22][C:23]2[CH:24]=[CH:25][CH:26]=[CH:27][CH:28]=2)[N:14]=[C:2]([NH2:1])[C:3]=1[CH:4]=[O:5])[CH2:30][C:31]1[CH:36]=[CH:35][CH:34]=[CH:33][CH:32]=1)([CH3:44])([CH3:42])[CH3:43]. (3) Given the reactants [NH2:1][C@@H:2]([C:5]([OH:7])=[O:6])[CH2:3][OH:4].[CH3:8][C:9]1[CH:30]=[CH:29][CH:28]=[CH:27][C:10]=1[C:11]([O:13][CH2:14][CH2:15][O:16][C:17](ON1C(=O)CCC1=O)=[O:18])=[O:12], predict the reaction product. The product is: [OH:4][CH2:3][C@@H:2]([NH:1][C:17]([O:16][CH2:15][CH2:14][O:13][C:11]([C:10]1[CH:27]=[CH:28][CH:29]=[CH:30][C:9]=1[CH3:8])=[O:12])=[O:18])[C:5]([OH:7])=[O:6]. (4) Given the reactants [NH:1]1[CH2:6][CH2:5][NH:4][CH2:3][CH2:2]1.[Cl:7][C:8]1[N:17]=[C:16]([C:18]2[CH:23]=[CH:22][CH:21]=[CH:20][CH:19]=2)[C:15]2[C:10](=[C:11]([F:24])[CH:12]=[CH:13][CH:14]=2)[N:9]=1, predict the reaction product. The product is: [F:24][C:11]1[CH:12]=[CH:13][CH:14]=[C:15]2[C:10]=1[N:9]=[C:8]([N:1]1[CH2:6][CH2:5][NH:4][CH2:3][CH2:2]1)[N:17]=[C:16]2[C:18]1[CH:19]=[CH:20][CH:21]=[CH:22][CH:23]=1.[ClH:7]. (5) Given the reactants C[O:2][C:3]1[CH:22]=[CH:21][C:6]2[CH:7]=[C:8]([C:10]3[CH:11]=[C:12]([CH:18]=[CH:19][CH:20]=3)[C:13]([O:15][CH2:16][CH3:17])=[O:14])[S:9][C:5]=2[CH:4]=1.B(Br)(Br)Br, predict the reaction product. The product is: [OH:2][C:3]1[CH:22]=[CH:21][C:6]2[CH:7]=[C:8]([C:10]3[CH:11]=[C:12]([CH:18]=[CH:19][CH:20]=3)[C:13]([O:15][CH2:16][CH3:17])=[O:14])[S:9][C:5]=2[CH:4]=1. (6) Given the reactants Cl.[N+:2]([C:5]1[CH:12]=[CH:11][CH:10]=[C:9]([O:13][CH2:14][CH:15]2[CH2:19][CH2:18][NH:17][CH2:16]2)[C:6]=1[C:7]#[N:8])([O-:4])=[O:3].[C:20](Cl)(=[O:23])[CH2:21][CH3:22], predict the reaction product. The product is: [N+:2]([C:5]1[CH:12]=[CH:11][CH:10]=[C:9]([O:13][CH2:14][CH:15]2[CH2:19][CH2:18][N:17]([C:20](=[O:23])[CH2:21][CH3:22])[CH2:16]2)[C:6]=1[C:7]#[N:8])([O-:4])=[O:3]. (7) Given the reactants [N+:1]([O:4][CH2:5][CH2:6][NH:7][C:8](=[O:12])[O:9][CH2:10]Cl)([O-:3])=[O:2].[CH2:13]([C:15]1[CH:16]=[CH:17][C:18]([CH2:21][CH2:22][O:23][C:24]2[CH:37]=[CH:36][C:27]([CH2:28][CH:29]3[S:33][C:32](=[O:34])[NH:31][C:30]3=[O:35])=[CH:26][CH:25]=2)=[N:19][CH:20]=1)[CH3:14].C(N(CC)CC)C, predict the reaction product. The product is: [N+:1]([O:4][CH2:5][CH2:6][NH:7][C:8](=[O:12])[O:9][CH2:10][N:31]1[C:30](=[O:35])[CH:29]([CH2:28][C:27]2[CH:36]=[CH:37][C:24]([O:23][CH2:22][CH2:21][C:18]3[CH:17]=[CH:16][C:15]([CH2:13][CH3:14])=[CH:20][N:19]=3)=[CH:25][CH:26]=2)[S:33][C:32]1=[O:34])([O-:3])=[O:2]. (8) Given the reactants [CH3:1][O:2][C:3](=[O:15])[C@@H:4]([O:6][C:7]1[CH:12]=[CH:11][C:10]([F:13])=[C:9]([NH2:14])[CH:8]=1)[CH3:5].C[O:17][C:18](=O)[CH:19]([CH2:24][C:25]1[CH:30]=[CH:29][C:28]([Cl:31])=[CH:27][C:26]=1[Cl:32])[C:20](=O)[CH2:21][CH3:22], predict the reaction product. The product is: [CH3:1][O:2][C:3](=[O:15])[C@@H:4]([O:6][C:7]1[CH:12]=[CH:11][C:10]([F:13])=[C:9]2[C:8]=1[C:18](=[O:17])[C:19]([CH2:24][C:25]1[CH:30]=[CH:29][C:28]([Cl:31])=[CH:27][C:26]=1[Cl:32])=[C:20]([CH2:21][CH3:22])[NH:14]2)[CH3:5].